This data is from NCI-60 drug combinations with 297,098 pairs across 59 cell lines. The task is: Regression. Given two drug SMILES strings and cell line genomic features, predict the synergy score measuring deviation from expected non-interaction effect. (1) Drug 1: C1=CC(=CC=C1CC(C(=O)O)N)N(CCCl)CCCl.Cl. Drug 2: C1=NC(=NC(=O)N1C2C(C(C(O2)CO)O)O)N. Cell line: MCF7. Synergy scores: CSS=18.4, Synergy_ZIP=-6.78, Synergy_Bliss=1.20, Synergy_Loewe=-2.08, Synergy_HSA=0.636. (2) Drug 1: CC1CCC2CC(C(=CC=CC=CC(CC(C(=O)C(C(C(=CC(C(=O)CC(OC(=O)C3CCCCN3C(=O)C(=O)C1(O2)O)C(C)CC4CCC(C(C4)OC)O)C)C)O)OC)C)C)C)OC. Drug 2: CC1=C2C(C(=O)C3(C(CC4C(C3C(C(C2(C)C)(CC1OC(=O)C(C(C5=CC=CC=C5)NC(=O)OC(C)(C)C)O)O)OC(=O)C6=CC=CC=C6)(CO4)OC(=O)C)O)C)O. Cell line: NCIH23. Synergy scores: CSS=21.3, Synergy_ZIP=4.19, Synergy_Bliss=8.02, Synergy_Loewe=3.35, Synergy_HSA=5.53. (3) Drug 1: CN1C(=O)N2C=NC(=C2N=N1)C(=O)N. Drug 2: CC(C)CN1C=NC2=C1C3=CC=CC=C3N=C2N. Cell line: HS 578T. Synergy scores: CSS=2.02, Synergy_ZIP=0.0823, Synergy_Bliss=-0.0380, Synergy_Loewe=-1.91, Synergy_HSA=-2.81. (4) Drug 1: C1C(C(OC1N2C=NC3=C(N=C(N=C32)Cl)N)CO)O. Drug 2: CC1CCC2CC(C(=CC=CC=CC(CC(C(=O)C(C(C(=CC(C(=O)CC(OC(=O)C3CCCCN3C(=O)C(=O)C1(O2)O)C(C)CC4CCC(C(C4)OC)O)C)C)O)OC)C)C)C)OC. Cell line: SK-MEL-28. Synergy scores: CSS=16.5, Synergy_ZIP=-2.45, Synergy_Bliss=3.09, Synergy_Loewe=-0.806, Synergy_HSA=2.55. (5) Drug 1: CC1=C(C=C(C=C1)NC2=NC=CC(=N2)N(C)C3=CC4=NN(C(=C4C=C3)C)C)S(=O)(=O)N.Cl. Drug 2: CC1CCC2CC(C(=CC=CC=CC(CC(C(=O)C(C(C(=CC(C(=O)CC(OC(=O)C3CCCCN3C(=O)C(=O)C1(O2)O)C(C)CC4CCC(C(C4)OC)OCCO)C)C)O)OC)C)C)C)OC. Cell line: K-562. Synergy scores: CSS=30.7, Synergy_ZIP=-2.80, Synergy_Bliss=1.29, Synergy_Loewe=-5.76, Synergy_HSA=4.55.